Dataset: Forward reaction prediction with 1.9M reactions from USPTO patents (1976-2016). Task: Predict the product of the given reaction. (1) Given the reactants CN(C(ON1N=NC2C=CC=NC1=2)=[N+](C)C)C.F[P-](F)(F)(F)(F)F.CCN(C(C)C)C(C)C.[CH2:34]([N:41]1[C:45]([C:46]([F:49])([F:48])[F:47])=[C:44]([CH3:50])[C:43]([Br:51])=[C:42]1[C:52]([OH:54])=O)[C:35]1[CH:40]=[CH:39][CH:38]=[CH:37][CH:36]=1.[NH:55]1[CH2:60][CH2:59][O:58][CH2:57][CH2:56]1, predict the reaction product. The product is: [CH2:34]([N:41]1[C:45]([C:46]([F:47])([F:48])[F:49])=[C:44]([CH3:50])[C:43]([Br:51])=[C:42]1[C:52]([N:55]1[CH2:60][CH2:59][O:58][CH2:57][CH2:56]1)=[O:54])[C:35]1[CH:36]=[CH:37][CH:38]=[CH:39][CH:40]=1. (2) Given the reactants [CH3:1][C:2]([NH2:6])([CH3:5])[CH2:3][NH2:4].[CH3:7][C:8]([O:11][C:12](O[C:12]([O:11][C:8]([CH3:10])([CH3:9])[CH3:7])=[O:13])=[O:13])([CH3:10])[CH3:9].C(N(CC)CC)C, predict the reaction product. The product is: [NH2:6][C:2]([CH3:5])([CH3:1])[CH2:3][NH:4][C:12](=[O:13])[O:11][C:8]([CH3:10])([CH3:9])[CH3:7]. (3) Given the reactants [NH3:1].[Cl:2][C:3]1[CH:8]=[CH:7][C:6]([C:9](=O)[CH3:10])=[CH:5][CH:4]=1, predict the reaction product. The product is: [Cl:2][C:3]1[CH:8]=[CH:7][C:6]([CH2:9][CH2:10][NH2:1])=[CH:5][CH:4]=1.